From a dataset of Human liver microsome stability data. Regression/Classification. Given a drug SMILES string, predict its absorption, distribution, metabolism, or excretion properties. Task type varies by dataset: regression for continuous measurements (e.g., permeability, clearance, half-life) or binary classification for categorical outcomes (e.g., BBB penetration, CYP inhibition). Dataset: hlm. (1) The molecule is C=C(C)[C@@H]1CC[C@]2(C(=O)O)CC[C@]3(C)[C@H](CC[C@@H]4[C@@]5(C)CC[C@H](OC(=O)CC(C)(C)C(=O)O)C(C)(C)[C@@H]5CC[C@]43C)[C@@H]12. The result is 0 (unstable in human liver microsomes). (2) The compound is O=C(NCCC(c1ccc(F)cc1)c1ccc(F)cc1)c1ccnc(OCC(F)(F)F)c1. The result is 0 (unstable in human liver microsomes). (3) The compound is O=c1c(-c2ccc(F)cc2)c2ccccn2c(=O)n1CCCCN1CCCC(c2c[nH]c3ccccc23)C1. The result is 1 (stable in human liver microsomes). (4) The molecule is CCS(=O)(=O)Nc1ccc(Oc2ccc(F)cc2F)c(-c2cc(C)c3c(O)nccn23)c1. The result is 0 (unstable in human liver microsomes). (5) The drug is CCCCCOC(=O)NS(=O)(=O)c1sc(CC(C)C)cc1-c1cccc(Cn2ccnc2)c1. The result is 1 (stable in human liver microsomes).